This data is from Orexin1 receptor HTS with 218,158 compounds and 233 confirmed actives. The task is: Binary Classification. Given a drug SMILES string, predict its activity (active/inactive) in a high-throughput screening assay against a specified biological target. (1) The molecule is S(=O)(=O)(c1n(c(sc1Sc1ccc(cc1)C)=O)C)c1ccc(cc1)C. The result is 0 (inactive). (2) The molecule is O=c1n(c2ncccc2n2c1ccc2)CC(=O)NCCc1ccc(OCC)cc1. The result is 0 (inactive). (3) The compound is S(=O)(=O)(N(c1cc(cc(c1)C)C)CC(=O)NCCSCc1cc(ccc1)C)C. The result is 0 (inactive). (4) The drug is OC1(c2c(NC1=O)ccc(c2)C)CC(=O)c1cc(n2cccc2)ccc1. The result is 0 (inactive). (5) The result is 0 (inactive). The molecule is O(C(=O)N1CCN(CC1)C(=O)c1ccc(NC(=O)CC)cc1)CC. (6) The molecule is o1c(/C(=N\NC(=O)c2nc3n(c2C)cccc3)C)ccc1. The result is 0 (inactive).